From a dataset of hERG Central: cardiac toxicity at 1µM, 10µM, and general inhibition. Predict hERG channel inhibition at various concentrations. (1) The drug is Cl.N=c1n(CCN2CCCCC2)c2ccccc2n1CC(O)c1ccc(Cl)c(Cl)c1. Results: hERG_inhib (hERG inhibition (general)): blocker. (2) Results: hERG_inhib (hERG inhibition (general)): blocker. The molecule is C=CCn1c(=N)n(CC(O)COc2ccccc2OC)c2ccccc21.Cl. (3) The molecule is COc1cccc(-c2nc3n(n2)C(c2cccs2)C(C(=O)Nc2cccnc2)=C(C)N3)c1. Results: hERG_inhib (hERG inhibition (general)): blocker. (4) The drug is CN1N=C(C(=O)N2CCc3c([nH]c4ccccc34)C2c2c(F)cccc2Cl)CCC1=O. Results: hERG_inhib (hERG inhibition (general)): blocker. (5) The molecule is COc1ccc(NC(=O)CN2CCN(S(=O)(=O)c3ccc(C(C)C)cc3)CC2)cc1OC. Results: hERG_inhib (hERG inhibition (general)): blocker.